From a dataset of Catalyst prediction with 721,799 reactions and 888 catalyst types from USPTO. Predict which catalyst facilitates the given reaction. (1) Reactant: CS(O[CH:6]([C:10]1[CH:11]=[N:12][CH:13]=[CH:14][C:15]=1[C:16]([F:19])([F:18])[F:17])[CH:7]([CH3:9])[CH3:8])(=O)=O.[N-:20]=[N+:21]=[N-:22].[Na+]. Product: [N:20]([CH:6]([C:10]1[CH:11]=[N:12][CH:13]=[CH:14][C:15]=1[C:16]([F:19])([F:18])[F:17])[CH:7]([CH3:9])[CH3:8])=[N+:21]=[N-:22]. The catalyst class is: 16. (2) Reactant: I[CH3:2].[OH-].[Na+].[C:5]([O:9][C:10]([N:12]1[CH2:23][CH2:22][C:15]2([NH:19][C:18](=[S:20])[NH:17][C:16]2=[O:21])[CH2:14][CH2:13]1)=[O:11])([CH3:8])([CH3:7])[CH3:6].O. The catalyst class is: 5. Product: [C:5]([O:9][C:10]([N:12]1[CH2:13][CH2:14][C:15]2([N:19]=[C:18]([S:20][CH3:2])[NH:17][C:16]2=[O:21])[CH2:22][CH2:23]1)=[O:11])([CH3:8])([CH3:6])[CH3:7]. (3) Reactant: Cl.[NH2:2][NH:3][C:4]([NH2:6])=[S:5].[Cl:7][C:8]1[CH:16]=[C:15]([Cl:17])[CH:14]=[CH:13][C:9]=1[C:10](Cl)=[O:11]. Product: [Cl:7][C:8]1[CH:16]=[C:15]([Cl:17])[CH:14]=[CH:13][C:9]=1[C:10]([NH:2][NH:3][C:4]([NH2:6])=[S:5])=[O:11]. The catalyst class is: 17. (4) Reactant: [CH3:1][O:2][C:3]1[C:4](O)=[N:5][CH:6]=[N:7][CH:8]=1.C(Cl)[Cl:11].CO. Product: [Cl:11][C:4]1[C:3]([O:2][CH3:1])=[CH:8][N:7]=[CH:6][N:5]=1. The catalyst class is: 265. (5) Reactant: [OH-].[K+].[NH:3]1[CH:7]=[CH:6][CH:5]=[CH:4]1.Br[CH2:9][C:10]([O:12]CC)=[O:11].Cl. Product: [N:3]1([CH2:9][C:10]([OH:12])=[O:11])[CH:7]=[CH:6][CH:5]=[CH:4]1. The catalyst class is: 374.